This data is from Peptide-MHC class I binding affinity with 185,985 pairs from IEDB/IMGT. The task is: Regression. Given a peptide amino acid sequence and an MHC pseudo amino acid sequence, predict their binding affinity value. This is MHC class I binding data. The peptide sequence is KRFQPFQQF. The MHC is HLA-A69:01 with pseudo-sequence HLA-A69:01. The binding affinity (normalized) is 0.0847.